Dataset: Catalyst prediction with 721,799 reactions and 888 catalyst types from USPTO. Task: Predict which catalyst facilitates the given reaction. (1) Reactant: C([O:3][C:4](=[O:33])[CH2:5][O:6][C:7]1[CH:16]=[CH:15][C:14]2[C:9](=[CH:10][CH:11]=[C:12]([C:17]3[S:21][C:20]4[CH:22]=[CH:23][CH:24]=[CH:25][C:19]=4[C:18]=3[C:26](=[O:31])[CH2:27][CH2:28][CH2:29][CH3:30])[CH:13]=2)[C:8]=1[Br:32])C.[OH-].[K+].Cl. Product: [Br:32][C:8]1[C:9]2[C:14](=[CH:13][C:12]([C:17]3[S:21][C:20]4[CH:22]=[CH:23][CH:24]=[CH:25][C:19]=4[C:18]=3[C:26](=[O:31])[CH2:27][CH2:28][CH2:29][CH3:30])=[CH:11][CH:10]=2)[CH:15]=[CH:16][C:7]=1[O:6][CH2:5][C:4]([OH:33])=[O:3]. The catalyst class is: 20. (2) Reactant: [OH:1][CH2:2][C@@H:3]([NH:24][CH2:25][C@H:26]([OH:35])[CH2:27][O:28][C:29]1[CH:34]=[CH:33][CH:32]=[CH:31][CH:30]=1)[CH2:4][C:5]1[CH:10]=[CH:9][C:8]([NH:11][C:12]([NH:14][C:15]2[CH:16]=[C:17]([CH:21]=[CH:22][CH:23]=2)[C:18]([O-:20])=[O:19])=[O:13])=[CH:7][CH:6]=1.[Na+].O1CCCC1.[OH-].[Na+].[C:44](O[C:44]([O:46][C:47]([CH3:50])([CH3:49])[CH3:48])=[O:45])([O:46][C:47]([CH3:50])([CH3:49])[CH3:48])=[O:45]. Product: [C:47]([O:46][C:44]([N:24]([C@H:3]([CH2:2][OH:1])[CH2:4][C:5]1[CH:10]=[CH:9][C:8]([NH:11][C:12]([NH:14][C:15]2[CH:16]=[C:17]([CH:21]=[CH:22][CH:23]=2)[C:18]([OH:20])=[O:19])=[O:13])=[CH:7][CH:6]=1)[CH2:25][C@H:26]([OH:35])[CH2:27][O:28][C:29]1[CH:30]=[CH:31][CH:32]=[CH:33][CH:34]=1)=[O:45])([CH3:50])([CH3:49])[CH3:48]. The catalyst class is: 6. (3) Reactant: [F:1][C:2]1[CH:3]=[C:4]([CH:28]=[CH:29][C:30]=1[NH:31][C:32]([NH:34][C:35]1[CH:40]=[C:39]([CH3:41])[CH:38]=[CH:37][C:36]=1[F:42])=[O:33])[O:5][C:6]1[CH:11]=[CH:10][N:9]=[C:8]([C:12]2[NH:16][CH:15]=[C:14]([C:17]([NH:19][CH2:20][CH2:21][CH2:22][C:23]([O:25]CC)=[O:24])=[O:18])[CH:13]=2)[CH:7]=1.[OH-].[Na+].O.Cl. Product: [F:1][C:2]1[CH:3]=[C:4]([CH:28]=[CH:29][C:30]=1[NH:31][C:32]([NH:34][C:35]1[CH:40]=[C:39]([CH3:41])[CH:38]=[CH:37][C:36]=1[F:42])=[O:33])[O:5][C:6]1[CH:11]=[CH:10][N:9]=[C:8]([C:12]2[NH:16][CH:15]=[C:14]([C:17]([NH:19][CH2:20][CH2:21][CH2:22][C:23]([OH:25])=[O:24])=[O:18])[CH:13]=2)[CH:7]=1. The catalyst class is: 1. (4) Reactant: [F:1][C:2]([F:40])([F:39])[C:3]1[CH:4]=[C:5]([CH:32]=[C:33]([C:35]([F:38])([F:37])[F:36])[CH:34]=1)[C:6]([N:8]1[CH2:13][CH2:12][N:11]([CH2:14][CH2:15][CH2:16]OS(C)(=O)=O)[CH2:10][C@H:9]1[CH2:22][C:23]1[C:31]2[C:26](=[CH:27][CH:28]=[CH:29][CH:30]=2)[NH:25][CH:24]=1)=[O:7].[CH2:41]1[C:50]2[C:45](=[CH:46][CH:47]=[CH:48][CH:49]=2)[CH2:44][CH2:43][NH:42]1. Product: [F:39][C:2]([F:40])([F:1])[C:3]1[CH:4]=[C:5]([CH:32]=[C:33]([C:35]([F:36])([F:37])[F:38])[CH:34]=1)[C:6]([N:8]1[CH2:13][CH2:12][N:11]([CH2:14][CH2:15][CH2:16][N:42]2[CH2:43][CH2:44][C:45]3[C:50](=[CH:49][CH:48]=[CH:47][CH:46]=3)[CH2:41]2)[CH2:10][C@H:9]1[CH2:22][C:23]1[C:31]2[C:26](=[CH:27][CH:28]=[CH:29][CH:30]=2)[NH:25][CH:24]=1)=[O:7]. The catalyst class is: 5.